The task is: Predict the product of the given reaction.. This data is from Forward reaction prediction with 1.9M reactions from USPTO patents (1976-2016). (1) Given the reactants Cl[C:2]1[C:7]([N+:8]([O-:10])=[O:9])=[CH:6][CH:5]=[C:4]([Cl:11])[N:3]=1.C(N(CC)CC)C.[NH2:19][C:20]1[CH:25]=[CH:24][C:23]([OH:26])=[CH:22][CH:21]=1, predict the reaction product. The product is: [OH:26][C:23]1[CH:24]=[CH:25][C:20]([NH:19][C:2]2[C:7]([N+:8]([O-:10])=[O:9])=[CH:6][CH:5]=[C:4]([Cl:11])[N:3]=2)=[CH:21][CH:22]=1. (2) The product is: [Cl:1][C:2]1[CH:3]=[C:4]([C:16]([NH:18][C@H:19]([C:21]2[CH:29]=[CH:28][C:24]([C:25]([OH:27])=[O:26])=[CH:23][CH:22]=2)[CH3:20])=[O:17])[C:5]([O:38][C:32]2[C:31]([F:30])=[CH:36][CH:35]=[CH:34][C:33]=2[F:37])=[N:6][CH:7]=1. Given the reactants [Cl:1][C:2]1[CH:3]=[C:4]([C:16]([NH:18][C@H:19]([C:21]2[CH:29]=[CH:28][C:24]([C:25]([OH:27])=[O:26])=[CH:23][CH:22]=2)[CH3:20])=[O:17])[C:5](OC2C=CC=C(F)C=2)=[N:6][CH:7]=1.[F:30][C:31]1[CH:36]=[CH:35][CH:34]=[C:33]([F:37])[C:32]=1[OH:38], predict the reaction product.